Dataset: Acute oral toxicity (LD50) regression data from Zhu et al.. Task: Regression/Classification. Given a drug SMILES string, predict its toxicity properties. Task type varies by dataset: regression for continuous values (e.g., LD50, hERG inhibition percentage) or binary classification for toxic/non-toxic outcomes (e.g., AMES mutagenicity, cardiotoxicity, hepatotoxicity). Dataset: ld50_zhu. The compound is CC(C)=CC(N)=O. The rat oral LD50 is 1.45, given as -log10 of the dose in mol/kg body weight (higher means more acutely toxic).